Dataset: Full USPTO retrosynthesis dataset with 1.9M reactions from patents (1976-2016). Task: Predict the reactants needed to synthesize the given product. (1) Given the product [Cl:7][C:8]1[CH:13]=[C:12]([CH2:14][OH:15])[CH:11]=[C:10]([CH3:17])[N:9]=1, predict the reactants needed to synthesize it. The reactants are: B.C1COCC1.[Cl:7][C:8]1[CH:13]=[C:12]([C:14](O)=[O:15])[CH:11]=[C:10]([CH3:17])[N:9]=1.Cl.C(=O)(O)[O-].[Na+]. (2) Given the product [CH3:2][O:3][C:4](=[O:11])[C@@H:5]([N:6]1[CH2:27][C:26]([O:29][C:30]2[C:39]3[CH2:38][CH2:37][CH2:36][CH2:35][C:34]=3[CH:33]=[CH:32][CH:31]=2)=[CH:25][C:24]1=[O:23])[CH2:7][CH:8]([CH3:10])[CH3:9], predict the reactants needed to synthesize it. The reactants are: Cl.[CH3:2][O:3][C:4](=[O:11])[C@H:5]([CH2:7][CH:8]([CH3:10])[CH3:9])[NH2:6].C(N(CC)C(C)C)(C)C.C([O:23][C:24](=O)[CH:25]=[C:26]([O:29][C:30]1[C:39]2[CH2:38][CH2:37][CH2:36][CH2:35][C:34]=2[CH:33]=[CH:32][CH:31]=1)[CH2:27]Br)C.